This data is from Reaction yield outcomes from USPTO patents with 853,638 reactions. The task is: Predict the reaction yield, written as a fraction of the theoretical maximum amount of product (1.0 means a 100% yield; for example, 0.34 means a 34% yield). The reactants are [Cl:1][C:2]1[CH:3]=[CH:4][C:5]2[O:9][C:8]([SH:10])=[C:7]([CH3:11])[C:6]=2[CH:12]=1.Cl[C:14]1[N:15]=[N:16][C:17](OC)=[CH:18][CH:19]=1.C(=O)([O-])[O-].[K+].[K+]. The catalyst is CN(C)C=O. The product is [Cl:1][C:2]1[CH:3]=[CH:4][C:5]2[O:9][C:8]([S:10][C:17]3[N:16]=[N:15][CH:14]=[CH:19][CH:18]=3)=[C:7]([CH3:11])[C:6]=2[CH:12]=1. The yield is 0.930.